Dataset: TCR-epitope binding with 47,182 pairs between 192 epitopes and 23,139 TCRs. Task: Binary Classification. Given a T-cell receptor sequence (or CDR3 region) and an epitope sequence, predict whether binding occurs between them. (1) The epitope is RLRPGGKKR. The TCR CDR3 sequence is CASSYGLAGGGEQFF. Result: 0 (the TCR does not bind to the epitope). (2) The epitope is LLMPILTLT. The TCR CDR3 sequence is CASSLDLTDTQYF. Result: 1 (the TCR binds to the epitope). (3) The epitope is SSNVANYQK. The TCR CDR3 sequence is CASSLAPGATNGKLFF. Result: 0 (the TCR does not bind to the epitope).